This data is from TCR-epitope binding with 47,182 pairs between 192 epitopes and 23,139 TCRs. The task is: Binary Classification. Given a T-cell receptor sequence (or CDR3 region) and an epitope sequence, predict whether binding occurs between them. (1) The epitope is VLWAHGFEL. The TCR CDR3 sequence is CASSFGGPGSGKLFF. Result: 1 (the TCR binds to the epitope). (2) The epitope is NLVPMVATV. The TCR CDR3 sequence is CASSGRGTGGTGELFF. Result: 0 (the TCR does not bind to the epitope). (3) The epitope is PKYVKQNTLKLAT. The TCR CDR3 sequence is CASDRVGSNQPQHF. Result: 1 (the TCR binds to the epitope). (4) The epitope is WICLLQFAY. Result: 1 (the TCR binds to the epitope). The TCR CDR3 sequence is CASSQDASGYNEQFF. (5) The epitope is QARQMVQAMRTIGTHP. The TCR CDR3 sequence is CASSLVGSRGAYNEQFF. Result: 1 (the TCR binds to the epitope). (6) The epitope is KLGGALQAK. The TCR CDR3 sequence is CASSLSGLDEQYF. Result: 0 (the TCR does not bind to the epitope). (7) The epitope is VTIAEILLI. The TCR CDR3 sequence is CATTRRNYSKNIQYF. Result: 1 (the TCR binds to the epitope). (8) The epitope is LLQTGIHVRVSQPSL. The TCR CDR3 sequence is CASSLDGTQGTQYF. Result: 1 (the TCR binds to the epitope).